Task: Predict the product of the given reaction.. Dataset: Forward reaction prediction with 1.9M reactions from USPTO patents (1976-2016) (1) Given the reactants [CH2:1]1[C:9]2[CH:8]=[CH:7][CH:6]=[C:5]([OH:10])[C:4]=2[CH2:3][CH2:2]1.Cl[CH:12](Cl)[O:13]C, predict the reaction product. The product is: [OH:10][C:5]1[C:4]2[CH2:3][CH2:2][CH2:1][C:9]=2[C:8]([CH:12]=[O:13])=[CH:7][CH:6]=1. (2) Given the reactants [F:1][C:2]1[CH:7]=[C:6]([F:8])[CH:5]=[CH:4][C:3]=1[C:9]([OH:32])([CH2:26][N:27]1[CH:31]=[N:30][N:29]=[N:28]1)[C:10]([C:13]1[N:18]=[CH:17][C:16](/[CH:19]=[CH:20]/[C:21](OCC)=[O:22])=[CH:15][CH:14]=1)([F:12])[F:11].[H-].C([Al+]CC(C)C)C(C)C.[BH4-].[Na+], predict the reaction product. The product is: [F:1][C:2]1[CH:7]=[C:6]([F:8])[CH:5]=[CH:4][C:3]=1[C:9]([OH:32])([CH2:26][N:27]1[CH:31]=[N:30][N:29]=[N:28]1)[C:10]([C:13]1[N:18]=[CH:17][C:16](/[CH:19]=[CH:20]/[CH2:21][OH:22])=[CH:15][CH:14]=1)([F:12])[F:11]. (3) Given the reactants [CH2:1]([S:8][C:9]1[CH:18]=[C:17]2[C:12]([C:13](Cl)=[N:14][CH:15]=[N:16]2)=[CH:11][CH:10]=1)[C:2]1[CH:7]=[CH:6][CH:5]=[CH:4][CH:3]=1.[Br:20][C:21]1[C:26]([F:27])=[CH:25][C:24](B(O)O)=[C:23]([O:31][CH3:32])[CH:22]=1, predict the reaction product. The product is: [CH2:1]([S:8][C:9]1[CH:18]=[C:17]2[C:12]([C:13]([C:24]3[CH:25]=[C:26]([F:27])[C:21]([Br:20])=[CH:22][C:23]=3[O:31][CH3:32])=[N:14][CH:15]=[N:16]2)=[CH:11][CH:10]=1)[C:2]1[CH:7]=[CH:6][CH:5]=[CH:4][CH:3]=1. (4) Given the reactants [Cl:1][C:2]1[N:7]=[C:6]([NH:8][CH3:9])[N:5]=[C:4]([N:10]2[CH2:15][CH2:14][CH:13]([C:16]([O:18]CC)=[O:17])[CH2:12][CH2:11]2)[N:3]=1.O.[OH-].[Li+].O.CO, predict the reaction product. The product is: [Cl:1][C:2]1[N:7]=[C:6]([NH:8][CH3:9])[N:5]=[C:4]([N:10]2[CH2:15][CH2:14][CH:13]([C:16]([OH:18])=[O:17])[CH2:12][CH2:11]2)[N:3]=1. (5) The product is: [OH:23][N:22]=[C:1]([C:3]1[CH:4]=[CH:5][C:6]([CH3:21])=[C:7]([NH:9][C:10]([C:12]2[N:16]3[CH:17]=[CH:18][CH:19]=[CH:20][C:15]3=[N:14][CH:13]=2)=[O:11])[CH:8]=1)[NH2:2]. Given the reactants [C:1]([C:3]1[CH:4]=[CH:5][C:6]([CH3:21])=[C:7]([NH:9][C:10]([C:12]2[N:16]3[CH:17]=[CH:18][CH:19]=[CH:20][C:15]3=[N:14][CH:13]=2)=[O:11])[CH:8]=1)#[N:2].[NH2:22][OH:23], predict the reaction product. (6) The product is: [Br:19][C:6]1[S:5][C:4]([C:7]([O:9][CH2:10][CH3:11])=[O:8])=[N:3][C:2]=1[CH3:1]. Given the reactants [CH3:1][C:2]1[N:3]=[C:4]([C:7]([O:9][CH2:10][CH3:11])=[O:8])[S:5][CH:6]=1.C1C(=O)N([Br:19])C(=O)C1, predict the reaction product. (7) Given the reactants [CH3:1][C@H:2]1[CH2:33][C:32]([CH3:34])=[CH:31][C@@H:30]([CH2:35][CH:36]=[CH2:37])[C:28](=[O:29])[CH2:27][C@H:26]([OH:38])[C@@H:25]([CH3:39])[C@@H:24](/[C:40](/[CH3:51])=[CH:41]/[C@H:42]2[CH2:47][C@@H:46]([O:48][CH3:49])[C@H:45]([OH:50])[CH2:44][CH2:43]2)[O:23][C:21](=[O:22])[C@H:20]2[N:15]([CH2:16][CH2:17][CH2:18][CH2:19]2)[C:13](=[O:14])[C:11](=[O:12])[C@:9]2([OH:52])[O:10][C@@H:5]([C@@H:6]([O:54][CH3:55])[CH2:7][C@H:8]2[CH3:53])[C@@H:4]([O:56][CH3:57])[CH2:3]1.[CH2:58]([OH:69])[C@H:59]([C@H:61]([C@@H:63]([C@@H:65]([CH2:67][OH:68])[OH:66])[OH:64])[OH:62])[OH:60].C(#N)C, predict the reaction product. The product is: [CH3:1][C@H:2]1[CH2:33][C:32]([CH3:34])=[CH:31][C@@H:30]([CH2:35][CH:36]=[CH2:37])[C:28](=[O:29])[CH2:27][C@H:26]([OH:38])[C@@H:25]([CH3:39])[C@@H:24](/[C:40](/[CH3:51])=[CH:41]/[C@H:42]2[CH2:47][C@@H:46]([O:48][CH3:49])[C@H:45]([OH:50])[CH2:44][CH2:43]2)[O:23][C:21](=[O:22])[C@H:20]2[N:15]([CH2:16][CH2:17][CH2:18][CH2:19]2)[C:13](=[O:14])[C:11](=[O:12])[C@:9]2([OH:52])[O:10][C@@H:5]([C@@H:6]([O:54][CH3:55])[CH2:7][C@H:8]2[CH3:53])[C@@H:4]([O:56][CH3:57])[CH2:3]1.[CH2:67]([OH:68])[C@H:65]([C@H:63]([C@@H:61]([C@@H:59]([CH2:58][OH:69])[OH:60])[OH:62])[OH:64])[OH:66]. (8) Given the reactants [NH2:1][C:2]1[CH:7]=[CH:6][C:5]([OH:8])=[CH:4][CH:3]=1.CC(C)([O-])C.[K+].Cl[C:16]1[CH:21]=[CH:20][N:19]=[C:18]([C:22]([NH:24][CH3:25])=[O:23])[CH:17]=1.C([O-])([O-])=O.[K+].[K+], predict the reaction product. The product is: [CH3:25][NH:24][C:22]([C:18]1[CH:17]=[C:16]([O:8][C:5]2[CH:6]=[CH:7][C:2]([NH2:1])=[CH:3][CH:4]=2)[CH:21]=[CH:20][N:19]=1)=[O:23]. (9) The product is: [ClH:10].[NH2:1][C:2]1[CH:3]=[CH:4][C:5]([CH2:8][O:9][Si:11]([C:14]([CH3:17])([CH3:16])[CH3:15])([CH3:13])[CH3:12])=[CH:6][N:7]=1. Given the reactants [NH2:1][C:2]1[N:7]=[CH:6][C:5]([CH2:8][OH:9])=[CH:4][CH:3]=1.[Cl:10][Si:11]([C:14]([CH3:17])([CH3:16])[CH3:15])([CH3:13])[CH3:12], predict the reaction product. (10) Given the reactants [CH3:1][C:2]1([CH2:21][CH2:22][CH:23]=[C:24]2[S:28][C:27](=[O:29])[NH:26][C:25]2=[O:30])[CH2:11][CH2:10][C:9]2[C:4](=[C:5]([CH3:20])[C:6]([CH3:19])=[C:7]([O:12]C3CCCCO3)[CH:8]=2)[O:3]1.O, predict the reaction product. The product is: [OH:12][C:7]1[CH:8]=[C:9]2[C:4](=[C:5]([CH3:20])[C:6]=1[CH3:19])[O:3][C:2]([CH2:21][CH2:22][CH:23]=[C:24]1[S:28][C:27](=[O:29])[NH:26][C:25]1=[O:30])([CH3:1])[CH2:11][CH2:10]2.